Dataset: Forward reaction prediction with 1.9M reactions from USPTO patents (1976-2016). Task: Predict the product of the given reaction. (1) Given the reactants Br[C:2]1[CH:3]=[C:4]2[C:8](=[CH:9][CH:10]=1)[NH:7][C:6](=[O:11])[CH2:5]2.C(O)C.C(=O)([O-])[O-].[Na+].[Na+].[C:21]1(B(O)O)[CH:26]=[CH:25][CH:24]=[CH:23][CH:22]=1, predict the reaction product. The product is: [C:21]1([C:2]2[CH:3]=[C:4]3[C:8](=[CH:9][CH:10]=2)[NH:7][C:6](=[O:11])[CH2:5]3)[CH:26]=[CH:25][CH:24]=[CH:23][CH:22]=1. (2) Given the reactants [Cl:1][C:2]1[C:11]([C:12]2([C:15]#[N:16])[CH2:14][CH2:13]2)=[CH:10][CH:9]=[CH:8][C:3]=1[C:4]([O:6]C)=[O:5].CO.O.O.[OH-].[Li+], predict the reaction product. The product is: [Cl:1][C:2]1[C:11]([C:12]2([C:15]#[N:16])[CH2:14][CH2:13]2)=[CH:10][CH:9]=[CH:8][C:3]=1[C:4]([OH:6])=[O:5]. (3) Given the reactants [F:1][C:2]([F:26])([F:25])[C:3]1[CH:4]=[C:5]([S:9][CH2:10][C@H:11]2[CH2:16][CH2:15][C@H:14]([NH:17][C:18](=[O:24])[O:19][C:20]([CH3:23])([CH3:22])[CH3:21])[CH2:13][CH2:12]2)[CH:6]=[CH:7][CH:8]=1.C([O-])(O)=[O:28].[Na+].C1C=C(Cl)C=C(C(OO)=O)C=1.[OH2:43], predict the reaction product. The product is: [F:26][C:2]([F:25])([F:1])[C:3]1[CH:4]=[C:5]([S:9]([CH2:10][C@H:11]2[CH2:12][CH2:13][C@H:14]([NH:17][C:18](=[O:24])[O:19][C:20]([CH3:22])([CH3:23])[CH3:21])[CH2:15][CH2:16]2)(=[O:28])=[O:43])[CH:6]=[CH:7][CH:8]=1. (4) Given the reactants [NH2:1][C:2]1[CH:10]=[CH:9][CH:8]=[C:7]([O:11][CH3:12])[C:3]=1[C:4](O)=[O:5].Cl.C([N:16]=C=NCCCN(C)C)C.OC1C2N=NNC=2C=CC=1.CN1CCOCC1.[NH4+].[OH-], predict the reaction product. The product is: [NH2:1][C:2]1[CH:10]=[CH:9][CH:8]=[C:7]([O:11][CH3:12])[C:3]=1[C:4]([NH2:16])=[O:5]. (5) Given the reactants Br[C:2]1[CH:3]=[CH:4][C:5]([N:10]2[CH:14]=[C:13]([CH3:15])[N:12]=[CH:11]2)=[C:6]([CH:9]=1)[C:7]#[N:8].C([O:18][C:19](=[O:22])[CH:20]=[CH2:21])C.C1(C)C=CC=CC=1P(C1C=CC=CC=1C)C1C=CC=CC=1C, predict the reaction product. The product is: [C:7]([C:6]1[CH:9]=[C:2](/[CH:21]=[CH:20]/[C:19]([OH:22])=[O:18])[CH:3]=[CH:4][C:5]=1[N:10]1[CH:14]=[C:13]([CH3:15])[N:12]=[CH:11]1)#[N:8]. (6) Given the reactants C([O:3][C:4](=[O:29])[CH2:5][CH2:6][NH:7][C:8]([NH:10][C:11]1[S:12][C:13]([C:17]2[CH:22]=[CH:21][C:20]([S:23](=[O:28])(=[O:27])[N:24]([CH3:26])[CH3:25])=[CH:19][CH:18]=2)=[C:14]([CH3:16])[N:15]=1)=[O:9])C.[OH-].[Na+].Cl, predict the reaction product. The product is: [CH3:26][N:24]([CH3:25])[S:23]([C:20]1[CH:21]=[CH:22][C:17]([C:13]2[S:12][C:11]([NH:10][C:8](=[O:9])[NH:7][CH2:6][CH2:5][C:4]([OH:29])=[O:3])=[N:15][C:14]=2[CH3:16])=[CH:18][CH:19]=1)(=[O:27])=[O:28].